From a dataset of Forward reaction prediction with 1.9M reactions from USPTO patents (1976-2016). Predict the product of the given reaction. Given the reactants FC(F)(F)S(O[C:7]1[C:12]([CH3:13])=[CH:11][C:10]([CH:14]=[O:15])=[CH:9][C:8]=1[CH3:16])(=O)=O.[Cl:19][C:20]1[CH:25]=[CH:24][C:23](B(O)O)=[CH:22][CH:21]=1.COC1C=CC=C(OC)C=1C1C=CC=CC=1P(C1CCCCC1)C1CCCCC1.C(=O)([O-])[O-].[Na+].[Na+], predict the reaction product. The product is: [Cl:19][C:20]1[CH:25]=[CH:24][C:23]([C:7]2[C:12]([CH3:13])=[CH:11][C:10]([CH:14]=[O:15])=[CH:9][C:8]=2[CH3:16])=[CH:22][CH:21]=1.